Dataset: Full USPTO retrosynthesis dataset with 1.9M reactions from patents (1976-2016). Task: Predict the reactants needed to synthesize the given product. Given the product [C:17]([O:16][C:14]([NH:13][C:10]1[CH:9]=[C:4]([CH:3]=[C:2]([N:25]2[CH2:26][CH2:27][N:22]([CH3:21])[CH2:23][CH2:24]2)[C:11]=1[Cl:12])[C:5]([O:7][CH3:8])=[O:6])=[O:15])([CH3:20])([CH3:19])[CH3:18], predict the reactants needed to synthesize it. The reactants are: Br[C:2]1[CH:3]=[C:4]([CH:9]=[C:10]([NH:13][C:14]([O:16][C:17]([CH3:20])([CH3:19])[CH3:18])=[O:15])[C:11]=1[Cl:12])[C:5]([O:7][CH3:8])=[O:6].[CH3:21][N:22]1[CH2:27][CH2:26][NH:25][CH2:24][CH2:23]1.